Dataset: Reaction yield outcomes from USPTO patents with 853,638 reactions. Task: Predict the reaction yield, written as a fraction of the theoretical maximum amount of product (1.0 means a 100% yield; for example, 0.34 means a 34% yield). (1) The reactants are C([O:8][C:9]1[CH:37]=[CH:36][C:12]2[NH:13][C:14]([C:19]3[C:20](=[O:35])[N:21]([NH:30][CH2:31][CH:32]4[CH2:34][CH2:33]4)[C:22]4[C:27]([C:28]=3[OH:29])=[CH:26][CH:25]=[CH:24][CH:23]=4)=[N:15][S:16](=[O:18])(=[O:17])[C:11]=2[CH:10]=1)C1C=CC=CC=1.C([O-])=O.[NH4+]. The catalyst is O1CCCC1.[Pd].[OH-].[OH-].[Pd+2]. The product is [CH:32]1([CH2:31][NH:30][N:21]2[C:22]3[C:27](=[CH:26][CH:25]=[CH:24][CH:23]=3)[C:28]([OH:29])=[C:19]([C:14]3[NH:13][C:12]4[CH:36]=[CH:37][C:9]([OH:8])=[CH:10][C:11]=4[S:16](=[O:17])(=[O:18])[N:15]=3)[C:20]2=[O:35])[CH2:33][CH2:34]1. The yield is 0.530. (2) The reactants are [I:1][C:2]1[O:3][C:4]([C:12]2[CH:17]=[CH:16][C:15]([O:18][CH3:19])=[CH:14][CH:13]=2)=[C:5]([C:7]([O:9]CC)=[O:8])[N:6]=1.[OH-].C[Sn+](C)C. The catalyst is ClCCCl. The product is [I:1][C:2]1[O:3][C:4]([C:12]2[CH:17]=[CH:16][C:15]([O:18][CH3:19])=[CH:14][CH:13]=2)=[C:5]([C:7]([OH:9])=[O:8])[N:6]=1. The yield is 0.990.